This data is from Full USPTO retrosynthesis dataset with 1.9M reactions from patents (1976-2016). The task is: Predict the reactants needed to synthesize the given product. Given the product [Br:1][C:2]1[CH:3]=[C:4]([CH:5]=[CH:6][CH:7]=1)[O:8][CH:16]([CH2:21][CH:22]([CH3:24])[CH3:23])[C:17]([O:19][CH3:20])=[O:18], predict the reactants needed to synthesize it. The reactants are: [Br:1][C:2]1[CH:3]=[C:4]([OH:8])[CH:5]=[CH:6][CH:7]=1.CC(C)([O-])C.[K+].Br[CH:16]([CH2:21][CH:22]([CH3:24])[CH3:23])[C:17]([O:19][CH3:20])=[O:18].